This data is from Human Reference Interactome with 51,813 positive PPI pairs across 8,248 proteins, plus equal number of experimentally-validated negative pairs. The task is: Binary Classification. Given two protein amino acid sequences, predict whether they physically interact or not. (1) Protein 1 (ENSG00000136938) has sequence MDMKRRIHLELRNRTPAAVRELVLDNCKSNDGKIEGLTAEFVNLEFLSLINVGLISVSNLPKLPKLKKLELSENRIFGGLDMLAEKLPNLTHLNLSGNKLKDISTLEPLKKLECLKSLDLFNCEVTNLNDYRESVFKLLPQLTYLDGYDREDQEAPDSDAEVDGVDEEEEDEEGEDEEDEDDEDGEEEEFDEEDDEDEDVEGDEDDDEVSEEEEEFGLDEEDEDEDEDEEEEEGGKGEKRKRETDDEGEDD*. Protein 2 (ENSG00000165626) has sequence MEIKKQITGMRRLLNDSTGRIYQRVGKEGEKLKEEPQDLDLVWPPRLNSSAEAPQSLHPSSRGVWNELPPQSGQFSGQYGTRSRTFQSQPHPTTSSNGMVVNKHSEGSHGGELPVVNSSAGSNCCTCNCQSTLQAILQELKTMRKLMQIQAVGTQNRQQPPISLICSQRTAVSRKRNKKKKVPPKTVEPLTVKQKPSGSEMEKKSVVASELSALQAAEHTSPEESRVLGFGIVLESPSSDPEVQLAEGFDVFMPKSQLDSILSNYTRSGSLLFRKLVCAFFDDKTLANSLPNGKRKRGLN.... Result: 1 (the proteins interact). (2) Protein 1 (ENSG00000175455) has sequence MVRSGARPGQVLSSGRHTGPAKLTNGKKATYLRKIPRFNADSGYSIHSDSESQAETVHGLDGCASLLRDILRNEDSASSDNKKQIPNEASARSERDTSDLEQNWSLQDHYRMYSPIIYQALCEHVQTQMSLMNDLTSKNIPNGIPAVPCHAPSHSESQATPHSSYGLCTSTPVWSLQRPPCPPKVHSEVQTDGNSQFASQGKTVSATCTDVLRNSFNTSPGVPCSLPKTDISAIPTLQQLGLVNGILPQQGIHKETDLLKCIQTYLSLFRSHGKETHLDSQTHRSPTQSQPAFLATNEEK.... Protein 2 (ENSG00000131477) has sequence MASLRVERAGGPRLPRTRVGRPAALRLLLLLGAVLNPHEALAQPLPTTGTPGSEGGTVKNYETAVQFCWNHYKDQMDPIEKDWCDWAMISRPYSTLRDCLEHFAELFDLGFPNPLAERIIFETHQIHFANCSLVQPTFSDPPEDVLLAMIIAPICLIPFLITLVVWRSKDSEAQA*MDPIEKDWCDWAMISRPYSTLRDCLEHFAELFDLGFPNPLAERIIFETHQIHFANCSLVQPTFSDPPEDVLLAMIIAPICLIPFLITLVVWRSKDSEAQA*MDPIEKDWCDWAMISRPYSTLRD.... Result: 0 (the proteins do not interact). (3) Protein 1 (ENSG00000135604) has sequence MKDRLAELLDLSKQYDQQFPDGDDEFDSPHEDIVFETDHILESLYRDIRDIQDENQLLVADVKRLGKQNARFLTSMRRLSSIKRDTNSIAKAIKARGEVIHCKLRAMKELSEAAEAQHGPHSAVARISRAQYNALTLTFQRAMHDYNQAEMKQRDNCKIRIQRQLEIMGKEVSGDQIEDMFEQGKWDVFSENLLADVKGARAALNEIESRHRELLRLESRIRDVHELFLQMAVLVEKQADTLNVIELNVQKTVDYTGQAKAQVRKAVQYEEKNPCRTLCCFCCPCLK*. Protein 2 (ENSG00000185379) has sequence MGVLRVGLCPGLTEEMIQLLRSHRIKTVVDLVSADLEEVAQKCGLSYKAEALRRIQVVHAFDIFQMLDVLQELRGTVAQQVTGSSGTVKVVVVDSVTAVVSPLLGGQQREGLALMMQLARELKTLARDLGMAVVVTNHITRDRDSGRLKPALGRSWSFVPSTRILLDTIEGAGASGGRRMACLAKSSRQPTGFQEMVDIGTWGTSEQSATLQGDQT*MGVLRVGLCPGLTEEMIQLLRSHRIKTVVDLVSADLEEVAQKCGLSYKALVALRRVLLAQFSAFPVNGADLYEELKTSTAILS.... Result: 1 (the proteins interact). (4) Protein 1 (ENSG00000100711) has sequence MSSEVSARRDAKKLVRSPSGLRMVPEHRAFGSPFGLEEPQWVPDKECRRCMQCDAKFDFLTRKHHCRRCGKCFCDRCCSQKVPLRRMCFVDPVRQCAECALVSLKEAEFYDKQLKVLLSGATFLVTFGNSEKPETMTCRLSNNQRYLFLDGDSHYEIEIVHISTVQILTEGFPPGEKDIHAYTSLRGSQPASEGGNARATGMFLQYTVPGTEGVTQLKLTVVEDVTVGRRQAVAWLVAMHKAAKLLYESRDQ*MSSEVSARRDAKKLVRSPSGLRMVPEHRAFGSPFGLEEPQWVPDKEC.... Protein 2 (ENSG00000105404) has sequence MAAQKDQQKDAEAEGLSGTTLLPKLIPSGAGREWLERRRATIRPWSTFVDQQRFSRPRNLGELCQRLVRNVEYYQSNYVFVFLGLILYCVVTSPMLLVALAVFFGACYILYLRTLESKLVLFGREVSPAHQYALAGGISFPFFWLAGAGSAVFWVLGATLVVIGSHAAFHQIEAVDGEELQMEPV*MAAQKDQQKDAEAEGLSGTTLLPKLIPSGAGREWLERRRATIRPWSTFVDQQRFSRPRNLGELCQRLVRNVEYYQSNYVFVFLGLILYCVVTSPMLLVALAVFFGACYILYLRT.... Result: 1 (the proteins interact). (5) Protein 1 (ENSG00000107341) has sequence MAQQQMTSSQKALMLELKSLQEEPVEGFRITLVDESDLYNWEVAIFGPPNTLYEGGYFKAHIKFPIDYPYSPPTFRFLTKMWHPNIYENGDVCISILHPPVDDPQSGELPSERWNPTQNVRTILLSVISLLNEPNTFSPANVDASVMFRKWRDSKGKDKEYAEIIRKQVSATKAEAEKDGVKVPTTLAEYCIKTKVPSNDNSSDLLYDDLYDDDIDDEDEEEEDADCYDDDDSGNEES*. Protein 2 (ENSG00000138663) has sequence MAAAVRQDLAQLMNSSGSHKDLAGKYRQILEKAIQLSGAEQLEALKAFVEAMVNENVSLVISRQLLTDFCTHLPNLPDSTAKEIYHFTLEKIQPRVISFEEQVASIRQHLASIYEKEEDWRNAAQVLVGIPLETGQKQYNVDYKLETYLKIARLYLEDDDPVQAEAYINRASLLQNESTNEQLQIHYKVCYARVLDYRRKFIEAAQRYNELSYKTIVHESERLEALKHALHCTILASAGQQRSRMLATLFKDERCQQLAAYGILEKMYLDRIIRGNQLQEFAAMLMPHQKATTADGSSIL.... Result: 0 (the proteins do not interact). (6) Protein 1 (ENSG00000148153) has sequence MQNQSSTNHPGASIALSRPSLNKDFRDHAEQQHIAAQQKAALQHAHAHSSGYFITQDSAFGNLILPVLPRLDPE*MQNQSSTNHPGASMLMHIHLDTSSLKTLHLGTLFFLFYLALTQNEENICDGKVTL*MAANSSGQGFQNKNRVAILAELDKEKRKLLMQNQSSTNHPGASIALSRPSLNKDFRDHAEQQHIAAQQKAALQHAHAHSSGYFITQDSAFGNLILPVLPRLDPE*. Protein 2 (ENSG00000130303) has sequence MASTSYDYCRVPMEDGDKRCKLLLGIGILVLLIIVILGVPLIIFTIKANSEACRDGLRAVMECRNVTHLLQQELTEAQKGFQDVEAQAATCNHTVMALMASLDAEKAQGQKKVEELEGEITTLNHKLQDASAEVERLRRENQVLSVRIADKKYYPSSQDSSSAAAPQLLIVLLGLSALLQ*. Result: 0 (the proteins do not interact). (7) Protein 1 (ENSG00000145817) has sequence MSGFENLNTDFYQTSYSIDDQSQQSYDYGGSGGPYSKQYAGYDYSQQGRFVPPDMMQPQQPYTGQIYQPTQAYTPASPQPFYGNNFEDEPPLLEELGINFDHIWQKTLTVLHPLKVADGSIMNETDLAGPMVFCLAFGATLLLAGKIQFGYVYGISAIGCLGMFCLLNLMSMTGVSFGCVASVLGYCLLPMILLSSFAVIFSLQGMVGIILTAGIIGWCSFSASKIFISALAMEGQQLLVAYPCALLYGVFALISVF*MMQPQQPYTGQIYQPTQAYTPASPQPFYGNNFEDEPPLLEEL.... Protein 2 (ENSG00000264364) has sequence MSDRKAVIKNADMSEDMQQDAVDCATQAMEKYNIEKDIAAYIKKEFDKKYNPTWHCIVGRNFGSYVTHETKHFIYFYLGQVAILLFKSG*. Result: 0 (the proteins do not interact).